Predict the reactants needed to synthesize the given product. From a dataset of Retrosynthesis with 50K atom-mapped reactions and 10 reaction types from USPTO. (1) Given the product Fc1cccc(COc2cncc(N3CCNCC3)n2)n1, predict the reactants needed to synthesize it. The reactants are: C1CNCCN1.Fc1cccc(COc2cncc(Cl)n2)n1. (2) Given the product CC(C)(C)OC(=O)N[C@@H](Cc1ccccc1)C(=O)CCl, predict the reactants needed to synthesize it. The reactants are: CC(C)(C)OC(=O)OC(=O)OC(C)(C)C.N[C@@H](Cc1ccccc1)C(=O)CCl. (3) Given the product COC(=O)c1ccc(CN2CCOCC2)c(OS(C)(=O)=O)c1, predict the reactants needed to synthesize it. The reactants are: COC(=O)c1ccc(CN2CCOCC2)c(O)c1.CS(=O)(=O)Cl. (4) Given the product O=C(CCl)Nc1ccnnc1, predict the reactants needed to synthesize it. The reactants are: Nc1ccnnc1.O=C(Cl)CCl. (5) Given the product CCc1cc(OCCCCBr)ccc1-c1noc(-c2ccc(OC(C)C)c(Cl)c2)n1, predict the reactants needed to synthesize it. The reactants are: BrCCCCBr.CCc1cc(O)ccc1-c1noc(-c2ccc(OC(C)C)c(Cl)c2)n1.